This data is from Catalyst prediction with 721,799 reactions and 888 catalyst types from USPTO. The task is: Predict which catalyst facilitates the given reaction. (1) Reactant: [Br:1][C:2]1[CH:7]=[CH:6][C:5]([C@H:8]([CH3:11])[CH2:9]O)=[C:4]([F:12])[CH:3]=1.[C:13]1(=[O:23])[NH:17][C:16](=[O:18])[C:15]2=[CH:19][CH:20]=[CH:21][CH:22]=[C:14]12.C1(P(C2C=CC=CC=2)C2C=CC=CC=2)C=CC=CC=1.CC(OC(/N=N/C(OC(C)C)=O)=O)C. Product: [Br:1][C:2]1[CH:7]=[CH:6][C:5]([C@H:8]([CH3:11])[CH2:9][N:17]2[C:13](=[O:23])[C:14]3[C:15](=[CH:19][CH:20]=[CH:21][CH:22]=3)[C:16]2=[O:18])=[C:4]([F:12])[CH:3]=1. The catalyst class is: 1. (2) Reactant: [Cl:1][CH2:2][C:3]([C:5]1[CH:6]=[CH:7][C:8]2[NH:14][C:13](=[O:15])[CH2:12][CH2:11][CH2:10][C:9]=2[CH:16]=1)=[O:4].C(O)=O.C(N(CC)CC)C. Product: [Cl:1][CH2:2][CH:3]([C:5]1[CH:6]=[CH:7][C:8]2[NH:14][C:13](=[O:15])[CH2:12][CH2:11][CH2:10][C:9]=2[CH:16]=1)[OH:4]. The catalyst class is: 13. (3) Reactant: Cl.NC1C=CC=CC=1.N([O-])=O.[Na+].[Cl-].[C:14]1([N+:20]#[N:21])[CH:19]=[CH:18][CH:17]=[CH:16][CH:15]=1.[C:22]([CH:24]([CH2:30][C:31](OCC)=[O:32])C(OCC)=O)#[N:23].[OH-].[Na+]. Product: [C:22]([C:24]1[CH:30]=[C:31]([OH:32])[N:20]([C:14]2[CH:19]=[CH:18][CH:17]=[CH:16][CH:15]=2)[N:21]=1)#[N:23]. The catalyst class is: 228. (4) Reactant: [C:1]([O:5][C:6](=[O:14])[NH:7][CH:8]1[CH2:13][CH2:12][NH:11][CH2:10][CH2:9]1)([CH3:4])([CH3:3])[CH3:2].[CH:15]1[C:24]2[C:19](=[CH:20][CH:21]=[CH:22][CH:23]=2)[CH:18]=[CH:17][C:16]=1[CH:25]=O.C(O[BH-](OC(=O)C)OC(=O)C)(=O)C.[Na+].[OH-].[Na+]. Product: [C:1]([O:5][C:6](=[O:14])[NH:7][CH:8]1[CH2:13][CH2:12][N:11]([CH2:25][C:16]2[CH:17]=[CH:18][C:19]3[C:24](=[CH:23][CH:22]=[CH:21][CH:20]=3)[CH:15]=2)[CH2:10][CH2:9]1)([CH3:4])([CH3:2])[CH3:3]. The catalyst class is: 325. (5) Reactant: [CH3:1][C:2]1[CH:3]=[C:4]([CH:32]=[C:33]([CH3:35])[CH:34]=1)[O:5][C:6]1[CH:11]=[CH:10][C:9]([C:12]([O:14][CH3:15])=[O:13])=[CH:8][C:7]=1[S:16]([N:19]1[CH2:24][CH2:23][N:22](C(OC(C)(C)C)=O)[CH2:21][CH2:20]1)(=[O:18])=[O:17].[ClH:36]. Product: [ClH:36].[CH3:35][C:33]1[CH:32]=[C:4]([CH:3]=[C:2]([CH3:1])[CH:34]=1)[O:5][C:6]1[CH:11]=[CH:10][C:9]([C:12]([O:14][CH3:15])=[O:13])=[CH:8][C:7]=1[S:16]([N:19]1[CH2:24][CH2:23][NH:22][CH2:21][CH2:20]1)(=[O:17])=[O:18]. The catalyst class is: 12. (6) Reactant: [H-].[Na+].Br[C@@H:4]([CH3:8])[C:5]([OH:7])=[O:6].[CH2:9]([C:12]1[CH:17]=[CH:16][C:15]([OH:18])=[CH:14][CH:13]=1)[CH2:10][CH3:11].C1([O-])C=CC=CC=1.BrC(C)C([O-])=O. Product: [CH2:9]([C:12]1[CH:17]=[CH:16][C:15]([O:18][C@@H:4]([CH3:8])[C:5]([OH:7])=[O:6])=[CH:14][CH:13]=1)[CH2:10][CH3:11]. The catalyst class is: 1. (7) Reactant: [C:1]([C:3]1[CH:4]=[C:5]([NH:9][C:10](=[O:35])[N:11]([CH2:20][CH2:21][CH:22]([C:29]2[CH:34]=[CH:33][CH:32]=[CH:31][CH:30]=2)[C:23]2[CH:28]=[CH:27][CH:26]=[CH:25][CH:24]=2)[CH2:12][CH2:13][N:14]2[CH2:19][CH2:18][O:17][CH2:16][CH2:15]2)[CH:6]=[CH:7][CH:8]=1)#[N:2].C([S:38]P([O-])(OCC)=S)C.O. Product: [C:29]1([CH:22]([C:23]2[CH:24]=[CH:25][CH:26]=[CH:27][CH:28]=2)[CH2:21][CH2:20][N:11]([CH2:12][CH2:13][N:14]2[CH2:15][CH2:16][O:17][CH2:18][CH2:19]2)[C:10](=[O:35])[NH:9][C:5]2[CH:4]=[C:3]([CH:8]=[CH:7][CH:6]=2)[C:1]([NH2:2])=[S:38])[CH:30]=[CH:31][CH:32]=[CH:33][CH:34]=1. The catalyst class is: 1.